From a dataset of Forward reaction prediction with 1.9M reactions from USPTO patents (1976-2016). Predict the product of the given reaction. (1) Given the reactants [CH2:1]1COCC1.[CH3:6][C:7]1[C:11]([CH:12]=[O:13])=[C:10]([C:14]2[CH:19]=[CH:18][CH:17]=[CH:16][CH:15]=2)[O:9][N:8]=1.C[Mg]Br.Cl, predict the reaction product. The product is: [CH3:6][C:7]1[C:11]([CH:12]([OH:13])[CH3:1])=[C:10]([C:14]2[CH:19]=[CH:18][CH:17]=[CH:16][CH:15]=2)[O:9][N:8]=1. (2) Given the reactants [Br:1][C:2]1[CH:7]=[CH:6][C:5]([OH:8])=[CH:4][CH:3]=1.C(=O)([O-])[O-].[K+].[K+].I[CH:16]([CH3:18])[CH3:17], predict the reaction product. The product is: [Br:1][C:2]1[CH:7]=[CH:6][C:5]([O:8][CH:16]([CH3:18])[CH3:17])=[CH:4][CH:3]=1. (3) The product is: [CH3:1][O:2][C:3]1[N:8]=[C:7]2[C:9]([C:13]3[N:23]([S:24]([C:27]4[CH:32]=[CH:31][C:30]([CH3:33])=[CH:29][CH:28]=4)(=[O:26])=[O:25])[C:16]4=[N:17][CH:18]=[CH:19][C:20]([CH2:21][NH:47][CH2:46][C:45]5[CH:44]=[CH:43][C:42]([N:39]6[CH2:40][CH2:41][O:36][CH2:37][CH2:38]6)=[CH:49][CH:48]=5)=[C:15]4[CH:14]=3)=[CH:10][N:11]([CH3:12])[C:6]2=[CH:5][C:4]=1[O:34][CH3:35]. Given the reactants [CH3:1][O:2][C:3]1[N:8]=[C:7]2[C:9]([C:13]3[N:23]([S:24]([C:27]4[CH:32]=[CH:31][C:30]([CH3:33])=[CH:29][CH:28]=4)(=[O:26])=[O:25])[C:16]4[N:17]=[CH:18][CH:19]=[C:20]([CH:21]=O)[C:15]=4[CH:14]=3)=[CH:10][N:11]([CH3:12])[C:6]2=[CH:5][C:4]=1[O:34][CH3:35].[O:36]1[CH2:41][CH2:40][N:39]([C:42]2[CH:49]=[CH:48][C:45]([CH2:46][NH2:47])=[CH:44][CH:43]=2)[CH2:38][CH2:37]1, predict the reaction product.